This data is from Reaction yield outcomes from USPTO patents with 853,638 reactions. The task is: Predict the reaction yield, written as a fraction of the theoretical maximum amount of product (1.0 means a 100% yield; for example, 0.34 means a 34% yield). (1) The reactants are [Cl:1][C:2]1[CH:3]=[C:4]([CH:6]=[C:7]([Cl:10])[C:8]=1[Cl:9])[NH2:5].[C:11](=O)([O-])[O-].[K+].[K+].IC. The catalyst is C(#N)C. The product is [CH3:11][NH:5][C:4]1[CH:3]=[C:2]([Cl:1])[C:8]([Cl:9])=[C:7]([Cl:10])[CH:6]=1. The yield is 0.420. (2) The reactants are [Cl:1][C:2]1[C:3]([C:9]2[NH:13][C:12]3[CH:14]=[CH:15][CH:16]=[CH:17][C:11]=3[N:10]=2)=[N:4][C:5](Cl)=[CH:6][CH:7]=1.[NH3:18]. The catalyst is C(O)C. The product is [NH:10]1[C:11]2[CH:17]=[CH:16][CH:15]=[CH:14][C:12]=2[N:13]=[C:9]1[C:3]1[N:4]=[C:5]([NH2:18])[CH:6]=[CH:7][C:2]=1[Cl:1]. The yield is 0.0210. (3) The reactants are [NH2:1][CH2:2][CH2:3][CH2:4][CH2:5][CH2:6][C:7](=[O:29])[CH2:8][S:9][C:10]([C:23]1[CH:28]=[CH:27][CH:26]=[CH:25][CH:24]=1)([C:17]1[CH:22]=[CH:21][CH:20]=[CH:19][CH:18]=1)[C:11]1[CH:16]=[CH:15][CH:14]=[CH:13][CH:12]=1.[C:30]1([N:36]=[C:37]=[O:38])[CH:35]=[CH:34][CH:33]=[CH:32][CH:31]=1. The catalyst is ClCCl. The product is [O:29]=[C:7]([CH2:8][S:9][C:10]([C:11]1[CH:12]=[CH:13][CH:14]=[CH:15][CH:16]=1)([C:17]1[CH:18]=[CH:19][CH:20]=[CH:21][CH:22]=1)[C:23]1[CH:28]=[CH:27][CH:26]=[CH:25][CH:24]=1)[CH2:6][CH2:5][CH2:4][CH2:3][CH2:2][NH:1][C:37]([NH:36][C:30]1[CH:35]=[CH:34][CH:33]=[CH:32][CH:31]=1)=[O:38]. The yield is 0.930. (4) The reactants are [CH2:1]([C:8]1[CH:9]=[C:10]([CH2:28][CH:29]([O:33][CH2:34][CH3:35])[C:30]([O-:32])=[O:31])[CH:11]=[CH:12][C:13]=1[O:14][CH2:15][CH2:16][C:17]1[CH:22]=[CH:21][C:20]([O:23][S:24]([CH3:27])(=[O:26])=[O:25])=[CH:19][CH:18]=1)[C:2]1[CH:7]=[CH:6][CH:5]=[CH:4][CH:3]=1.[OH-].[Li+]. The catalyst is C1COCC1.O. The product is [CH2:1]([C:8]1[CH:9]=[C:10]([CH2:28][CH:29]([O:33][CH2:34][CH3:35])[C:30]([OH:32])=[O:31])[CH:11]=[CH:12][C:13]=1[O:14][CH2:15][CH2:16][C:17]1[CH:22]=[CH:21][C:20]([O:23][S:24]([CH3:27])(=[O:26])=[O:25])=[CH:19][CH:18]=1)[C:2]1[CH:3]=[CH:4][CH:5]=[CH:6][CH:7]=1. The yield is 0.830. (5) The reactants are [F:1][C:2]1[CH:7]=[C:6]([F:8])[C:5]([F:9])=[CH:4][C:3]=1[N:10]1[CH2:15][CH2:14][NH:13][CH2:12][CH2:11]1.Cl[CH2:17][C@H:18]([N:25]1[C:34](=[O:35])[CH2:33][C:28]2([CH2:32][CH2:31][CH2:30][CH2:29]2)[CH2:27][C:26]1=[O:36])[C:19]1[CH:24]=[CH:23][CH:22]=[CH:21][CH:20]=1. No catalyst specified. The product is [C:19]1([C@@H:18]([N:25]2[C:34](=[O:35])[CH2:33][C:28]3([CH2:32][CH2:31][CH2:30][CH2:29]3)[CH2:27][C:26]2=[O:36])[CH2:17][N:13]2[CH2:12][CH2:11][N:10]([C:3]3[CH:4]=[C:5]([F:9])[C:6]([F:8])=[CH:7][C:2]=3[F:1])[CH2:15][CH2:14]2)[CH:24]=[CH:23][CH:22]=[CH:21][CH:20]=1. The yield is 0.300. (6) The reactants are C([O:5][C:6](=[O:21])[CH:7]=[CH:8][C:9]1[CH:20]=[N:19][C:12]2[NH:13][CH2:14][C:15](=[O:18])[NH:16][CH2:17][C:11]=2[CH:10]=1)(C)(C)C.C(Cl)Cl.C(O)(C(F)(F)F)=O. No catalyst specified. The product is [O:18]=[C:15]1[CH2:14][NH:13][C:12]2[N:19]=[CH:20][C:9]([CH:8]=[CH:7][C:6]([OH:21])=[O:5])=[CH:10][C:11]=2[CH2:17][NH:16]1. The yield is 0.610. (7) The reactants are [CH3:1][O:2][C:3](=[O:6])[CH2:4][NH2:5].[OH:7][C:8]1[CH:9]=[C:10]([CH:13]=[CH:14][CH:15]=1)[CH:11]=O.C(O)(=O)C.C([BH3-])#N.[Na+].C1COCC1. The catalyst is C1COCC1.CO. The product is [OH:7][C:8]1[CH:9]=[C:10]([CH:13]=[CH:14][CH:15]=1)[CH2:11][NH:5][CH2:4][C:3]([O:2][CH3:1])=[O:6]. The yield is 0.450.